This data is from Catalyst prediction with 721,799 reactions and 888 catalyst types from USPTO. The task is: Predict which catalyst facilitates the given reaction. (1) Reactant: [Cl:1][C:2]1[CH:16]=[CH:15][C:5]([CH2:6][NH:7][C:8](=[O:14])[C:9]([O:11]CC)=[O:10])=[CH:4][C:3]=1[C:17]([F:20])([F:19])[F:18].[OH-].[Na+].Cl. Product: [Cl:1][C:2]1[CH:16]=[CH:15][C:5]([CH2:6][NH:7][C:8](=[O:14])[C:9]([OH:11])=[O:10])=[CH:4][C:3]=1[C:17]([F:18])([F:19])[F:20]. The catalyst class is: 40. (2) Reactant: [I:1][CH3:2].[NH2:3][C:4]1[N:5]=[C:6]([C:26]2[CH:31]=[CH:30][CH:29]=[CH:28][CH:27]=2)[C:7]([C:16]2[CH:17]=[CH:18][C:19](=[O:25])[N:20]([CH:22]([CH3:24])[CH3:23])[N:21]=2)=[N:8][C:9]=1[C:10]1[CH:15]=[CH:14][N:13]=[CH:12][CH:11]=1. Product: [I-:1].[NH2:3][C:4]1[C:9]([C:10]2[CH:15]=[CH:14][N+:13]([CH3:2])=[CH:12][CH:11]=2)=[N:8][C:7]([C:16]2[CH:17]=[CH:18][C:19](=[O:25])[N:20]([CH:22]([CH3:24])[CH3:23])[N:21]=2)=[C:6]([C:26]2[CH:27]=[CH:28][CH:29]=[CH:30][CH:31]=2)[N:5]=1. The catalyst class is: 1. (3) Reactant: [N+:1]([C:4]1[CH:5]=[C:6]2[C:11](=[O:12])[O:10][C:8](=O)[C:7]2=[CH:13][CH:14]=1)([O-:3])=[O:2].[CH:15]1([NH2:18])[CH2:17][CH2:16]1.C(N(CC)CC)C.C(N=C=NC(C)C)(C)C. Product: [CH:15]1([N:18]2[C:11](=[O:12])[C:6]3=[CH:5][C:4]([N+:1]([O-:3])=[O:2])=[CH:14][CH:13]=[C:7]3[C:8]2=[O:10])[CH2:17][CH2:16]1. The catalyst class is: 118. (4) Reactant: [CH3:1][C:2]1([C:7]2([CH2:10][CH2:11][OH:12])[CH2:9][CH2:8]2)[O:6][CH2:5][CH2:4][O:3]1.[C:13]1([CH3:23])[CH:18]=[CH:17][C:16]([S:19](Cl)(=[O:21])=[O:20])=[CH:15][CH:14]=1.C(=O)(O)[O-].[Na+]. Product: [CH3:1][C:2]1([C:7]2([CH2:10][CH2:11][O:12][S:19]([C:16]3[CH:17]=[CH:18][C:13]([CH3:23])=[CH:14][CH:15]=3)(=[O:21])=[O:20])[CH2:9][CH2:8]2)[O:3][CH2:4][CH2:5][O:6]1. The catalyst class is: 17. (5) Reactant: [C:1]([O:5][C:6]([N:8]1[CH2:15][CH:14]2[NH:16][CH:10]([CH2:11][O:12][CH2:13]2)[CH2:9]1)=[O:7])([CH3:4])([CH3:3])[CH3:2].[F:17][C:18]1[CH:25]=[CH:24][C:21]([CH2:22]Cl)=[CH:20][CH:19]=1.C([O-])(O)=O.[Na+]. Product: [C:1]([O:5][C:6]([N:8]1[CH2:9][CH:10]2[N:16]([CH2:22][C:21]3[CH:24]=[CH:25][C:18]([F:17])=[CH:19][CH:20]=3)[CH:14]([CH2:13][O:12][CH2:11]2)[CH2:15]1)=[O:7])([CH3:4])([CH3:2])[CH3:3]. The catalyst class is: 14. (6) Reactant: [NH2:1][C:2]1[C:14]([CH3:15])=[C:13]([CH3:16])[C:5]([C:6]([O:8][C:9]([CH3:12])([CH3:11])[CH3:10])=[O:7])=[C:4]([Cl:17])[N:3]=1.[Br:18][C:19]1[CH:24]=[CH:23][CH:22]=[C:21]([C:25](OC)(OC)[CH2:26]Br)[CH:20]=1.CCOCC. Product: [Br:18][C:19]1[CH:20]=[C:21]([C:25]2[N:1]=[C:2]3[C:14]([CH3:15])=[C:13]([CH3:16])[C:5]([C:6]([O:8][C:9]([CH3:11])([CH3:12])[CH3:10])=[O:7])=[C:4]([Cl:17])[N:3]3[CH:26]=2)[CH:22]=[CH:23][CH:24]=1. The catalyst class is: 159. (7) Reactant: [F:1][C:2]1[CH:3]=[C:4]([CH2:9][C@H:10]([NH:25][S@](C(C)(C)C)=O)[C:11]2[C:16]([C:17]3[CH:22]=[CH:21][C:20]([O:23][CH3:24])=[CH:19][CH:18]=3)=[CH:15][CH:14]=[CH:13][N:12]=2)[CH:5]=[C:6]([F:8])[CH:7]=1.[ClH:32]. Product: [ClH:32].[F:8][C:6]1[CH:5]=[C:4]([CH2:9][C@@H:10]([C:11]2[C:16]([C:17]3[CH:18]=[CH:19][C:20]([O:23][CH3:24])=[CH:21][CH:22]=3)=[CH:15][CH:14]=[CH:13][N:12]=2)[NH2:25])[CH:3]=[C:2]([F:1])[CH:7]=1. The catalyst class is: 71.